Task: Predict the reactants needed to synthesize the given product.. Dataset: Full USPTO retrosynthesis dataset with 1.9M reactions from patents (1976-2016) (1) Given the product [CH3:20][C:12]1[CH:13]=[C:14](/[CH:15]=[C:29]2\[C:33](=[O:34])[O:32][C:31]3([CH2:39][CH2:38][CH2:37][CH2:36][CH2:35]3)[O:30]\2)[CH:17]=[C:18]([CH3:19])[C:11]=1[O:10][CH2:3][C:4]1[CH:9]=[CH:8][CH:7]=[CH:6][CH:5]=1, predict the reactants needed to synthesize it. The reactants are: [Cl-].[Li+].[CH2:3]([O:10][C:11]1[C:18]([CH3:19])=[CH:17][C:14]([CH:15]=O)=[CH:13][C:12]=1[CH3:20])[C:4]1[CH:9]=[CH:8][CH:7]=[CH:6][CH:5]=1.C(OP([CH:29]1[C:33](=[O:34])[O:32][C:31]2([CH2:39][CH2:38][CH2:37][CH2:36][CH2:35]2)[O:30]1)(=O)OCC)C.CN(C)C(=N)N(C)C. (2) Given the product [F:19][C:5]1[CH:4]=[CH:3][C:2]([C:8]#[C:7][C:6]2[CH:10]=[CH:2][C:3]([O:38][CH2:39][CH2:40][CH2:41][CH2:42][C:43]3[C:48]([F:49])=[CH:47][C:46]([F:50])=[C:45]([F:51])[C:44]=3[F:52])=[CH:4][CH:5]=2)=[C:10]2[C:6]=1[C:7]([CH2:12][CH2:13][CH2:14][C:15]([O:17][CH3:18])=[O:16])=[C:8]([CH3:11])[N:9]2[CH2:21][CH2:22][CH2:23][C:24]([O:26][CH3:27])=[O:25], predict the reactants needed to synthesize it. The reactants are: Br[C:2]1[CH:3]=[CH:4][C:5]([F:19])=[C:6]2[C:10]=1[NH:9][C:8]([CH3:11])=[C:7]2[CH2:12][CH2:13][CH2:14][C:15]([O:17][CH3:18])=[O:16].Br[CH2:21][CH2:22][CH2:23][C:24]([O:26][CH3:27])=[O:25].CC1C=CC(S([O:38][CH2:39][CH2:40][CH2:41][CH2:42][C:43]2[C:48]([F:49])=[CH:47][C:46]([F:50])=[C:45]([F:51])[C:44]=2[F:52])(=O)=O)=CC=1. (3) Given the product [Cl:1][C:2]1[C:7]2[N:8]=[C:9]([CH3:11])[S:10][C:6]=2[CH:5]=[CH:4][C:3]=1[NH:12][C:21](=[O:22])[CH2:20][C:17]1[CH:18]=[CH:19][C:14]([Cl:13])=[CH:15][CH:16]=1, predict the reactants needed to synthesize it. The reactants are: [Cl:1][C:2]1[C:7]2[N:8]=[C:9]([CH3:11])[S:10][C:6]=2[CH:5]=[CH:4][C:3]=1[NH2:12].[Cl:13][C:14]1[CH:19]=[CH:18][C:17]([CH2:20][C:21](Cl)=[O:22])=[CH:16][CH:15]=1.C(N(CC)CC)C. (4) Given the product [Br:1][C:2]1[CH:7]=[CH:6][C:5]([CH3:8])=[C:4]([S:11][CH3:10])[CH:3]=1, predict the reactants needed to synthesize it. The reactants are: [Br:1][C:2]1[CH:7]=[CH:6][C:5]([CH3:8])=[C:4](F)[CH:3]=1.[CH3:10][S:11]C.[Na].C(=O)([O-])O.[Na+]. (5) Given the product [NH2:1][C:2]1[C:3]([C:9]([NH:11][C:12]2[N:13]=[C:14]([C:22]3[CH:23]=[CH:24][N:19]=[CH:20][CH:21]=3)[CH:15]=[CH:16][CH:17]=2)=[O:10])=[N:4][C:5]([Cl:8])=[CH:6][N:7]=1, predict the reactants needed to synthesize it. The reactants are: [NH2:1][C:2]1[C:3]([C:9]([NH:11][C:12]2[CH:17]=[CH:16][CH:15]=[C:14](Br)[N:13]=2)=[O:10])=[N:4][C:5]([Cl:8])=[CH:6][N:7]=1.[N:19]1[CH:24]=[CH:23][C:22](B(O)O)=[CH:21][CH:20]=1.